The task is: Binary Classification. Given a miRNA mature sequence and a target amino acid sequence, predict their likelihood of interaction.. This data is from Experimentally validated miRNA-target interactions with 360,000+ pairs, plus equal number of negative samples. (1) The protein sequence of the target gene is MAGVACLGKAADADEWCDSGLGSLGPDAAAPGGPGLGAELGPGLSWAPLVFGYVTEDGDTALHLAVIHQHEPFLDFLLGFSAGTEYMDLQNDLGQTALHLAAILGETSTVEKLYAAGAGLCVAERRGHTALHLACRVGAHACARALLQPRPRRPREAPDTYLAQGPDRTPDTNHTPVALYPDSDLEKEEEESEEDWKLQLEAENYEGHTPLHVAVIHKDVEMVRLLRDAGADLDKPEPTCGRSPLHLAVEAQAADVLELLLRAGANPAARMYGGRTPLGSAMLRPNPILARLLRAHGAPE.... Result: 1 (interaction). The miRNA is hsa-miR-367-5p with sequence ACUGUUGCUAAUAUGCAACUCU. (2) The miRNA is mmu-miR-195a-5p with sequence UAGCAGCACAGAAAUAUUGGC. The protein sequence of the target gene is MAFLDNPTIILAHIRQSHVTSDDTGMCEMVLIDHDVDLEKTHPPSVPGDSGSEVQGSSGETQGYIYAQSVDITSSWDFGIRRRSNTAQRLERLRKERQNQIKCKNIQWKERNSKQSAQELKSLFEKKSLKEKPPSSGKQSILSVRLEQCPLQLNNPFNEYSKFDGKGHVGTTATKKIDVYLPLHSSQDRLLPMTVVTMASARVQDLIGLICWQYTSEGREPKLNDNVSAYCLHIAEDDGEVDTDFPPLDSNEPIHKFGFSTLALVEKYSSPGLTSKESLFVRINAAHGFSLIQVDNTKVT.... Result: 1 (interaction). (3) The miRNA is hsa-miR-6721-5p with sequence UGGGCAGGGGCUUAUUGUAGGAG. The protein sequence of the target gene is MDRVLRDVFDYSYRDYILSWYGNLSRDDGQLYHLLLDDFWEIVKQIRQRLSHVDVVKVVCNDIVKALLTHFCDLKAATARHEEQPRPFVLHACLKDSHDEVRFLQTCSQVLVLCLLPSKDIQSLSLRTMLAEILTTKVLKPVVELLSNPDYINQMLLRQLEYREQMSEHHKRAYTYAPSYEDFIKLINSNSDVDFLKQLRYQIVVEIIQATTISSFPQLKRHKGKESAAMKTDLLRARNMKRYINQLTVAKKQCEKRIRILGGPAYDQQEDGASDEGEGPQSQKILQFEDIMTNPFYRER.... Result: 0 (no interaction). (4) The miRNA is hsa-miR-194-5p with sequence UGUAACAGCAACUCCAUGUGGA. The protein sequence of the target gene is MAGGEAGVTLGQPHLSRQDLATLDVTKLTPLSREIISRQATINIGTIGHVAHGKSTVVKAISGVHTVRFKNELERNITIKLGYANAKIYKLDDSSCPRPECYRSCGSSTPDEFPSDIPGTKGNFRLVRHVSFVDCPGHDILMATMLNGAAVMDAALLLIAGNESCPQPQTSEHLAAIEIMKLKHILILQNKIDLVKESQAKEQYEQILAFVQGTVAEGAPIIPISAQLKYNIEVVCEYIVKKIPVPLRDFTSEPRLIVIRSFDVNKPGCEVDDLKGGVAGGSILKGVLKVGQEIEVRPGI.... Result: 0 (no interaction). (5) The miRNA is rno-miR-335 with sequence UCAAGAGCAAUAACGAAAAAUGU. The protein sequence of the target gene is MPTVSVKRDLLFQALGRTYTDEEFDELCFEFGLELDEITSEKEIISKEQGNVKAAGASDVVLYKIDVPANRYDLLCLEGLVRGLQVFKERIKAPVYKRVMPDGKIQKLIITEETAKIRPFAVAAVLRNIKFTKDRYDSFIELQEKLHQNICRKRALVAIGTHDLDTLSGPFTYTAKRPSDIKFKPLNKTKEYTACELMNIYKTDNHLKHYLHIIENKPLYPVIYDSNGVVLSMPPIINGDHSRITVNTRNIFIECTGTDFTKAKIVLDIIVTMFSEYCENQFTVEAAEVVFPNGKSHTFP.... Result: 0 (no interaction). (6) The miRNA is hsa-miR-4752 with sequence UUGUGGAUCUCAAGGAUGUGCU. The protein sequence of the target gene is MAEAGGAGSPALPPAPPHGSPRTLATAAGSSASCGPATAVAAAGTAEGPGGGGSARIAVKKAQLRSAPRAKKLEKLGVYSACKAEESCKCNGWKNPNPSPTPPRGDLQQIIVSLTESCRSCSHALAAHVSHLENVSEEEMDRLLGIVLDVEYLFTCVHKEEDADTKQVYFYLFKLLRKSILQRGKPVVEGSLEKKPPFEKPSIEQGVNNFVQYKFSHLPSKERQTTIELAKMFLNRINYWHLEAPSQRRLRSPNDDISGYKENYTRWLCYCNVPQFCDSLPRYETTKVFGRTLLRSVFTI.... Result: 0 (no interaction). (7) The miRNA is hsa-miR-501-5p with sequence AAUCCUUUGUCCCUGGGUGAGA. Result: 0 (no interaction). The protein sequence of the target gene is MSRHHSRFERDYRVGWDRREWSVNGTHGTTSICSVTSGAGGGTASSLSVRPGLLPLPVVPSRLPTPATAPAPCTTGSSEAITSLVASSASAVTTKAPGISKGDSQSQGLATSIRWGQTPINQSTPWDTDEPPSKQMRESDNPGTGPWVTTVAAGNQPTLIAHSYGVAQPPTFSPAVNVQAPVIGVTPSLPPHVGPQLPLMPGHYSLPQPPSQPLSSVVVNMPAQALYASPQPLAVSTLPGVGQVARPGPTAVGNGHMAGPLLPPPPPAQPSATLPSGAPATNGPPTTDSAHGLQMLRTIG....